Dataset: Full USPTO retrosynthesis dataset with 1.9M reactions from patents (1976-2016). Task: Predict the reactants needed to synthesize the given product. (1) Given the product [C:8]1([CH2:7][NH:14][CH2:15][C@H:16]2[CH2:20][CH2:19][CH2:18][NH:17]2)[CH:9]=[CH:10][CH:11]=[CH:12][CH:13]=1, predict the reactants needed to synthesize it. The reactants are: [H-].[Al+3].[Li+].[H-].[H-].[H-].[CH2:7]([NH:14][C:15](=O)[C@H:16]1[CH2:20][CH2:19][C:18](=O)[NH:17]1)[C:8]1[CH:13]=[CH:12][CH:11]=[CH:10][CH:9]=1.O.[OH-].[Na+]. (2) Given the product [C:1]([O:6][C:20]1[CH:19]=[C:18]([CH2:17][CH2:16][OH:15])[O:23][C:22](=[O:24])[C:21]=1[C:25]1[C:26]([CH3:33])=[CH:27][C:28]([CH3:32])=[CH:29][C:30]=1[CH3:31])(=[O:35])[C:2]([CH3:5])([CH3:4])[CH3:3], predict the reactants needed to synthesize it. The reactants are: [C:1](Cl)(=[O:6])[C:2]([CH3:5])([CH3:4])[CH3:3].C([O:15][CH2:16][CH2:17][C:18]1[O:23][C:22](=[O:24])[C:21]([C:25]2[C:30]([CH3:31])=[CH:29][C:28]([CH3:32])=[CH:27][C:26]=2[CH3:33])=[C:20](O)[CH:19]=1)C1C=CC=CC=1.[OH2:35]. (3) Given the product [N:27]1([C:11]2[CH:10]=[C:9]3[C:4]([C:5](=[O:26])[C:6]([C:24]#[N:25])=[CH:7][N:8]3[CH2:13][C:14]3[CH:19]=[CH:18][C:17]([C:20]([F:21])([F:23])[F:22])=[CH:16][CH:15]=3)=[CH:3][C:2]=2[F:1])[CH2:33][CH2:32][CH2:31][NH:30][CH2:29][CH2:28]1, predict the reactants needed to synthesize it. The reactants are: [F:1][C:2]1[CH:3]=[C:4]2[C:9](=[CH:10][C:11]=1F)[N:8]([CH2:13][C:14]1[CH:19]=[CH:18][C:17]([C:20]([F:23])([F:22])[F:21])=[CH:16][CH:15]=1)[CH:7]=[C:6]([C:24]#[N:25])[C:5]2=[O:26].[NH:27]1[CH2:33][CH2:32][CH2:31][NH:30][CH2:29][CH2:28]1. (4) Given the product [C:2]([CH2:21][CH2:22][S:23][CH2:24][CH2:25][NH2:26])([C:5]([C:8]([C:11]([C:14]([C:17]([F:18])([F:19])[F:20])([F:15])[F:16])([F:13])[F:12])([F:10])[F:9])([F:7])[F:6])([F:4])[F:3], predict the reactants needed to synthesize it. The reactants are: Cl.[C:2]([CH2:21][CH2:22][S:23][CH2:24][CH2:25][NH:26]C=O)([C:5]([C:8]([C:11]([C:14]([C:17]([F:20])([F:19])[F:18])([F:16])[F:15])([F:13])[F:12])([F:10])[F:9])([F:7])[F:6])([F:4])[F:3].[OH-].[Na+].